This data is from Antibody developability classification from SAbDab with 2,409 antibodies. The task is: Regression/Classification. Given an antibody's heavy chain and light chain sequences, predict its developability. TAP uses regression for 5 developability metrics; SAbDab uses binary classification. (1) The antibody is ['QVQLVESGGGVVQPGTSLRLSCEASGFTSSAYAMHWVRQAPGKGLEWVAVITFDGGYQYYADSVKGRFTISRDISRNTLHLHMNSLRAEDTAVYYCARDPLTKLLPFDWVSGGYFDYWGQGTLVTVSS', 'DIVMTQSPGTLSLSPGERATLSCRASQSVSSSYLAWYQQKPGQAPRLLIYRASSRATGIPDRFSGSGSGTDFTLTISRLEPEDFAVYYCQQYGSSFTFGQGTKVEIK']. Result: 0 (not developable). (2) The antibody is ['QVQLQESGPGLVAPSQSLSITCTVSGFSLTGYGVNWVRQPPGKGLEWLGMIWGDGNTDYNSALKSRLSISKDNSKSQVFLKMNSLHTDDTARYYCARERDYRLDYWGQGTTVTVSS', 'DIVLTQSPASLSASVGETVTITCRASGNIHNYLAWYQQKQGKSPQLLVYYTTTLADGVPSRFSGSGSGTQYSLKINSLQPDDFGSYYCQHFWSTSRTFGGGTKLEIK']. Result: 0 (not developable). (3) The antibody is ['EVKLQESGGGLVQPGRSLKLSCAASGFTFSDSYLAWVRQAPTKGLEWVASITNSGGRFYYRDSVKGRFTISRDNAKSTLYLQMDSLRSEDTATYYCTRMDYWGQGTTVTVSS', 'DIVLTQTTPTLSATIGQSVSISCRSSQSLLESDGNTYLNWLLQRPGQSPQLLIYSVSNLESGVPNRFSGSGSETDFTLKISGVEAEDLGVYYCMQTTHAPTFGAGTKLELK']. Result: 0 (not developable). (4) Result: 0 (not developable). The antibody is ['EVKLVESGGGLVKPGGSLKLSCAASGFTFNNYVMVWLRQTPEKRLEWVASISRGGSTYYPDSVKGRFTISRDNARNILYLQMSSLRSEDTAMYYCVRGTTIVAGDVWGAGTTVTVSS', 'DIVLTQSPTTMAASPGEKITITCSASSSISSNYLHWYQQKPGFSPKLLIYRTSNLASGVPARFSGSGSGTSYSLTIGTMEAEDVATYYCQQGSSIPLTFGAGTKLELK']. (5) The antibody is ['QVQLQQPGAELVRPGASVKLSCKASGYTFTSYWINWVKQRPGQGLEWIGNIYPSDSYTNYNQKFKDKATLTVDKSSSTAYMQLSSLTSEDSAVYFCARWGYWGQGTLVTVSA', 'DIVLTQSHKFMSTSVGDRVSITCKASQDVGTAVAWYQQKPGQSPKLLIYWASTRHTGVPDRFTGSGSGTDFTLTISNVQSEDLADYFCQQYSSYPLTFGAGTKLELK']. Result: 0 (not developable). (6) The antibody is ['QVQLVQSGAEVKKPGSSVKVSCRASRGTFSSYGITWVRQAPGQGLEWMGGIIPIFDVTNYAQNFQGRVAITTDAEMSTAYMELRSLKSEDSAVYYCASDSRDFSYYEPGTSYSHYYNIMDVWGQGTTVTVSS', 'EIVMMQSPGTLSLSPGERATLSCRASQSVSSSYLAWYQQKPGQAPRLLIYGASSRATGIPDRFSGSGSGTDFTLTISRLEPEDFAVYYCQQYGSSPETFGQGTKVEIK']. Result: 0 (not developable). (7) The antibody is ['EVQLVESGGGLVQPGGSLRLSCAASGFNVKTGLIHWVRQAPGKGLEWVAYISPYYGSTSYADSVKGRFTISADTSKNTAYLQMNSLRAEDTAVYYCAREYYRWYTAIDYWGQGTLVTVSS', 'DIQMTQSPSSLSASVGDRVTITCRASQSVSSAVAWYQQKPGKAPKLLIYSASSLYSGVPSRFSGSRSGTDFTLTISSLQPEDFATYYCQQYSSYSSLFTFGQGTKVEIK']. Result: 0 (not developable). (8) The antibody is ['DVKLVESGGGLVKPGGSLRLSCAASGFTFRNYGMSWVRQTPEKRLEWVAAISGNSLYTSYPDSVKGRFTISRDNAKNNLYLQMSSLRSEDTALYFCARHDDYYGKSPYFFDVWGAGTTVTASS', 'DVLMTQSPLSLPVSLGDQASISCRCSQSIVKSNGHTYLEWYLQKPGRSPKLLIYKVSNRFSGVPDRFSGSGSGTDFTLRISRVEAEDLGVYYCFQGSHIPWTFGGGTKLESK']. Result: 0 (not developable). (9) The antibody is ['QVKLQESGGDLVKPGGSLKLSCSASGFTFSRYAMSWVRQTPEKRLEWVASITNGGSTYYSDSVKGRFIISRDNARNILSLQMSSLRSEDTAMYYCERGELTYAMDYWGQGTTVTVSS', 'DIELTQSPAIMSASPGEKVTMTCRASSTVSFHYLHWYQQKSGASPKLWIYATSNLASGVPARFSGSGSGTSYSLTISSVETEDAATYYCQHYSAYPRTFGGGTKLEIK']. Result: 0 (not developable). (10) The antibody is ['3cxh', 'DIELTQTPVSLAASLGDRVTISCRASQDINNFLNWYQQKPDGTIKLLIYYTSRLHAGVPSRFSGSGSGTDYSLTISNLEPEDIATYFCQHHIKFPWTFGAGTKLEIK']. Result: 0 (not developable).